Dataset: Full USPTO retrosynthesis dataset with 1.9M reactions from patents (1976-2016). Task: Predict the reactants needed to synthesize the given product. (1) Given the product [Na+:27].[CH2:16]([O:15][C:11]1[CH:10]=[C:9]([CH2:8][CH2:7][CH2:6][CH2:5][CH2:4][CH2:3][CH2:2][S:24]([O-:26])(=[O:25])=[O:23])[CH:14]=[CH:13][CH:12]=1)[C:17]1[CH:22]=[CH:21][CH:20]=[CH:19][CH:18]=1, predict the reactants needed to synthesize it. The reactants are: Br[CH2:2][CH2:3][CH2:4][CH2:5][CH2:6][CH2:7][CH2:8][C:9]1[CH:14]=[CH:13][CH:12]=[C:11]([O:15][CH2:16][C:17]2[CH:22]=[CH:21][CH:20]=[CH:19][CH:18]=2)[CH:10]=1.[O-:23][S:24]([O-:26])=[O:25].[Na+:27].[Na+].CCO. (2) Given the product [F:18][C:5]1[CH:4]=[CH:3][C:2]([B:24]2[O:28][C:27]([CH3:30])([CH3:29])[C:26]([CH3:32])([CH3:31])[O:25]2)=[CH:7][C:6]=1[C:8]1[CH:13]=[CH:12][CH:11]=[CH:10][C:9]=1[S:14]([CH3:17])(=[O:16])=[O:15], predict the reactants needed to synthesize it. The reactants are: Br[C:2]1[CH:3]=[CH:4][C:5]([F:18])=[C:6]([C:8]2[CH:13]=[CH:12][CH:11]=[CH:10][C:9]=2[S:14]([CH3:17])(=[O:16])=[O:15])[CH:7]=1.C([O-])(=O)C.[K+].[B:24]1([B:24]2[O:28][C:27]([CH3:30])([CH3:29])[C:26]([CH3:32])([CH3:31])[O:25]2)[O:28][C:27]([CH3:30])([CH3:29])[C:26]([CH3:32])([CH3:31])[O:25]1. (3) The reactants are: [N:1]1[C:5]2[CH:6]=[CH:7][CH:8]=[CH:9][C:4]=2[NH:3][C:2]=1[C:10]([OH:12])=O.CN(C(ON1N=[N:28][C:23]2[CH:24]=[CH:25][CH:26]=[CH:27][C:22]1=2)=[N+](C)C)C.[B-](F)(F)(F)F.[CH:35]1C=CC2N(O)N=NC=2C=1.CC[N:47]([CH:51]([CH3:53])C)[CH:48]([CH3:50])C.CN([CH:57]=[O:58])C. Given the product [N:47]1[CH:48]=[CH:50][C:57]([O:58][C:26]2[CH:27]=[CH:22][C:23]([NH:28][C:10]([C:2]3[NH:1][C:5]4[CH:6]=[CH:7][C:8]([CH3:35])=[CH:9][C:4]=4[N:3]=3)=[O:12])=[CH:24][CH:25]=2)=[CH:53][CH:51]=1, predict the reactants needed to synthesize it. (4) Given the product [F:1][C:2]1[CH:3]=[C:4]([CH:16]=[C:17]([F:19])[CH:18]=1)[CH2:5][C@H:6]([NH:15][C:26](=[O:27])[C:25]1[CH:29]=[C:21]([CH3:20])[CH:22]=[C:23]([C:30]([N:32]([CH2:36][CH2:37][CH3:38])[CH2:33][CH2:34][CH3:35])=[O:31])[CH:24]=1)[C@@H:7]([OH:14])[C@@H:8]([OH:13])[CH2:9][CH2:10][CH2:11][CH2:12][CH3:39], predict the reactants needed to synthesize it. The reactants are: [F:1][C:2]1[CH:3]=[C:4]([CH:16]=[C:17]([F:19])[CH:18]=1)[CH2:5][C@H:6]([NH2:15])[C@@H:7]([OH:14])[C@@H:8]([OH:13])[CH2:9][CH2:10][CH2:11][CH3:12].[CH3:20][C:21]1[CH:22]=[C:23]([C:30]([N:32]([CH2:36][CH2:37][CH3:38])[CH2:33][CH2:34][CH3:35])=[O:31])[CH:24]=[C:25]([CH:29]=1)[C:26](O)=[O:27].[CH3:39]CN(C(C)C)C(C)C. (5) Given the product [CH3:6][O:7][C:8]1[CH:4]=[CH:5][C:18]([CH2:19][C:20](=[O:14])[CH2:2][C:1]#[N:3])=[CH:17][CH:16]=1, predict the reactants needed to synthesize it. The reactants are: [C:1](#[N:3])[CH3:2].[CH2:4]1[CH2:8][O:7][CH2:6][CH2:5]1.C([Li])CCC.[OH-:14].[Na+].[CH2:16]1C[CH2:20][CH2:19][CH2:18][CH2:17]1. (6) Given the product [Si:30]([O:1][C@H:2]1[CH2:6][N:5]([C:7]([O:9][C:10]([CH3:11])([CH3:12])[CH3:13])=[O:8])[C@H:4]([C:14]([O:16][CH2:17][CH3:18])=[O:15])[CH2:3]1)([C:27]([CH3:29])([CH3:28])[CH3:26])([CH3:32])[CH3:31], predict the reactants needed to synthesize it. The reactants are: [OH:1][C@H:2]1[CH2:6][N:5]([C:7]([O:9][C:10]([CH3:13])([CH3:12])[CH3:11])=[O:8])[C@H:4]([C:14]([O:16][CH2:17][CH3:18])=[O:15])[CH2:3]1.C(N(CC)CC)C.[CH3:26][C:27]([Si:30](Cl)([CH3:32])[CH3:31])([CH3:29])[CH3:28]. (7) Given the product [Cl:1][C:2]1[CH:10]=[CH:9][CH:8]=[C:7]([Cl:11])[C:3]=1[C:4]([NH:13][C:14]1[CH:15]=[C:16]([B:21]([OH:23])[OH:22])[CH:17]=[CH:18][C:19]=1[CH3:20])=[O:5], predict the reactants needed to synthesize it. The reactants are: [Cl:1][C:2]1[CH:10]=[CH:9][CH:8]=[C:7]([Cl:11])[C:3]=1[C:4](Cl)=[O:5].Cl.[NH2:13][C:14]1[CH:15]=[C:16]([B:21]([OH:23])[OH:22])[CH:17]=[CH:18][C:19]=1[CH3:20]. (8) Given the product [CH:1]([C:4]1[CH:9]=[C:8]([CH:10]([CH3:12])[CH3:11])[CH:7]=[C:6]([CH:13]([CH3:15])[CH3:14])[C:5]=1[S:16]([N:20]1[C:28]2[C:23](=[CH:24][CH:25]=[CH:26][CH:27]=2)[CH:22]=[CH:21]1)(=[O:18])=[O:17])([CH3:3])[CH3:2], predict the reactants needed to synthesize it. The reactants are: [CH:1]([C:4]1[CH:9]=[C:8]([CH:10]([CH3:12])[CH3:11])[CH:7]=[C:6]([CH:13]([CH3:15])[CH3:14])[C:5]=1[S:16](Cl)(=[O:18])=[O:17])([CH3:3])[CH3:2].[NH:20]1[C:28]2[C:23](=[CH:24][CH:25]=[CH:26][CH:27]=2)[CH:22]=[CH:21]1. (9) Given the product [O:32]=[C:33]1[N:37]([CH2:38][C:39]([NH:65][CH:61]([C:55]2[CH:60]=[CH:59][CH:58]=[CH:57][CH:56]=2)[CH2:62][CH2:63][CH3:64])=[O:41])[C:36](=[O:42])[C:35]2([CH2:47][CH2:46][CH2:45][CH2:44][CH2:43]2)[N:34]1[C:48]1[CH:53]=[CH:52][C:51]([CH3:54])=[CH:50][CH:49]=1, predict the reactants needed to synthesize it. The reactants are: C(N(CC)C(C)C)(C)C.CN(C(ON1N=NC2C=CC=CC1=2)=[N+](C)C)C.[B-](F)(F)(F)F.[O:32]=[C:33]1[N:37]([CH2:38][C:39]([OH:41])=O)[C:36](=[O:42])[C:35]2([CH2:47][CH2:46][CH2:45][CH2:44][CH2:43]2)[N:34]1[C:48]1[CH:53]=[CH:52][C:51]([CH3:54])=[CH:50][CH:49]=1.[C:55]1([CH:61]([NH2:65])[CH2:62][CH2:63][CH3:64])[CH:60]=[CH:59][CH:58]=[CH:57][CH:56]=1.Cl. (10) Given the product [CH3:46][O:47][C:48](=[O:49])[CH2:50][CH2:51][S:39]([C:19]1[CH:20]=[C:21]([C:23]([F:26])([F:25])[F:24])[CH:22]=[C:17]([C:15](=[O:16])[N:14]([C:9]2[CH:10]=[N:11][CH:12]=[CH:13][C:8]=2[C:5]2[CH:6]=[CH:7][C:2]([F:1])=[CH:3][C:4]=2[O:35][CH3:36])[CH3:34])[CH:18]=1)(=[O:41])=[O:38], predict the reactants needed to synthesize it. The reactants are: [F:1][C:2]1[CH:7]=[CH:6][C:5]([C:8]2[CH:13]=[CH:12][N:11]=[CH:10][C:9]=2[N:14]([CH3:34])[C:15]([C:17]2[CH:18]=[C:19](SCCC(OC)=O)[CH:20]=[C:21]([C:23]([F:26])([F:25])[F:24])[CH:22]=2)=[O:16])=[C:4]([O:35][CH3:36])[CH:3]=1.O[O:38][S:39]([O-:41])=O.[K+].[NH4+].[Cl-].C[CH2:46][O:47][C:48]([CH3:50])=[O:49].[CH3:51]O.